Dataset: Forward reaction prediction with 1.9M reactions from USPTO patents (1976-2016). Task: Predict the product of the given reaction. (1) Given the reactants C(OC(N1CCC2(CC(=O)C3C(=CC=C(Br)C=3)O2)CC1)=O)(C)(C)C.C(O[K])(C)=O.[C:30]([O:34][C:35](=[O:43])[C:36]1[CH:41]=[C:40](Br)[CH:39]=[N:38][CH:37]=1)([CH3:33])([CH3:32])[CH3:31].C([O-])([O-])=O.[Na+].[Na+], predict the reaction product. The product is: [C:30]([O:34][C:35](=[O:43])[C:36]1[CH:41]=[CH:40][CH:39]=[N:38][CH:37]=1)([CH3:33])([CH3:31])[CH3:32]. (2) Given the reactants [OH:1][CH:2]1[CH:8]([NH:9][C:10](=[O:17])[C@@H:11]([NH2:16])[CH2:12][CH:13]([CH3:15])[CH3:14])[CH2:7][CH2:6][CH2:5][N:4]([S:18]([C:21]2[C:26]([CH3:27])=[CH:25][CH:24]=[CH:23][N:22]=2)(=[O:20])=[O:19])[CH2:3]1.[S:28]1[CH:32]=[CH:31][C:30]2[S:33][CH:34]=[CH:35][C:29]1=2.C(N(CC)CC)C.C1C=CC2N(O)N=NC=2C=1.[CH3:53][OH:54], predict the reaction product. The product is: [CH3:14][CH:13]([CH3:15])[CH2:12][C@H:11]([NH:16][C:53]([C:32]1[S:28][C:29]2[CH:35]=[CH:34][S:33][C:30]=2[CH:31]=1)=[O:54])[C:10](=[O:17])[NH:9][CH:8]1[CH2:7][CH2:6][CH2:5][N:4]([S:18]([C:21]2[C:26]([CH3:27])=[CH:25][CH:24]=[CH:23][N:22]=2)(=[O:20])=[O:19])[CH2:3][CH:2]1[OH:1]. (3) Given the reactants CS(O[CH2:6][CH2:7][N:8]([C:12]([O:14][C:15]([CH3:18])([CH3:17])[CH3:16])=[O:13])[CH2:9][C:10]#[CH:11])(=O)=O.[CH:19]([NH2:22])([CH3:21])[CH3:20], predict the reaction product. The product is: [CH:19]([NH:22][CH2:6][CH2:7][N:8]([CH2:9][C:10]#[CH:11])[C:12](=[O:13])[O:14][C:15]([CH3:18])([CH3:17])[CH3:16])([CH3:21])[CH3:20].